Task: Regression. Given a peptide amino acid sequence and an MHC pseudo amino acid sequence, predict their binding affinity value. This is MHC class II binding data.. Dataset: Peptide-MHC class II binding affinity with 134,281 pairs from IEDB (1) The binding affinity (normalized) is 0.657. The MHC is DRB3_0101 with pseudo-sequence DRB3_0101. The peptide sequence is TESWIVDRQWAQDLT. (2) The peptide sequence is RYLEFEALGFLNEDH. The MHC is DRB1_0701 with pseudo-sequence DRB1_0701. The binding affinity (normalized) is 0.478. (3) The peptide sequence is KTGQALVVGIYDEPM. The MHC is DRB1_0802 with pseudo-sequence DRB1_0802. The binding affinity (normalized) is 0.360. (4) The peptide sequence is IKHIYAISSAALSAS. The MHC is DRB1_1302 with pseudo-sequence DRB1_1302. The binding affinity (normalized) is 0.870. (5) The peptide sequence is KKGLNWITKVIMGAVLI. The MHC is HLA-DQA10201-DQB10301 with pseudo-sequence HLA-DQA10201-DQB10301. The binding affinity (normalized) is 0.738. (6) The peptide sequence is NASHCNEMSWIQSIP. The MHC is HLA-DPA10201-DPB10501 with pseudo-sequence HLA-DPA10201-DPB10501. The binding affinity (normalized) is 0.0650. (7) The peptide sequence is SLILVSQYTPDSTPC. The MHC is DRB1_1501 with pseudo-sequence DRB1_1501. The binding affinity (normalized) is 0.208. (8) The peptide sequence is KFGLSYKEQVGSNRE. The MHC is DRB1_0101 with pseudo-sequence DRB1_0101. The binding affinity (normalized) is 0.326. (9) The peptide sequence is HFMGKTWEALDTMYVVA. The MHC is DRB1_0405 with pseudo-sequence DRB1_0405. The binding affinity (normalized) is 0.184. (10) The peptide sequence is MLLRKYGIAAENVID. The MHC is DRB1_0802 with pseudo-sequence DRB1_0802. The binding affinity (normalized) is 0.182.